Dataset: Full USPTO retrosynthesis dataset with 1.9M reactions from patents (1976-2016). Task: Predict the reactants needed to synthesize the given product. (1) Given the product [Br:1][C:2]1[CH:3]=[C:4]2[C:14](=[CH:15][CH:16]=1)[O:13][C:7]1([CH2:12][CH2:11][CH2:10][O:9][CH2:8]1)[CH2:6]/[C:5]/2=[N:24]\[C:23]#[N:22], predict the reactants needed to synthesize it. The reactants are: [Br:1][C:2]1[CH:3]=[C:4]2[C:14](=[CH:15][CH:16]=1)[O:13][C:7]1([CH2:12][CH2:11][CH2:10][O:9][CH2:8]1)[CH2:6][C:5]2=O.C[Si]([N:22]=[C:23]=[N:24][Si](C)(C)C)(C)C. (2) The reactants are: [CH3:1][N:2]([CH3:17])[CH2:3][CH2:4][CH2:5][NH:6][C:7]1[N:15]=[CH:14][C:13]([F:16])=[CH:12][C:8]=1[C:9]([OH:11])=O.C(N(CC)CC)C.[C:25]([O:29][C:30](=[O:39])[NH:31][CH:32]1[CH2:37][CH2:36][CH:35]([NH2:38])[CH2:34][CH2:33]1)([CH3:28])([CH3:27])[CH3:26]. Given the product [C:25]([O:29][C:30](=[O:39])[NH:31][C@H:32]1[CH2:33][CH2:34][C@@H:35]([NH:38][C:9]([C:8]2[C:7]([NH:6][CH2:5][CH2:4][CH2:3][N:2]([CH3:1])[CH3:17])=[N:15][CH:14]=[C:13]([F:16])[CH:12]=2)=[O:11])[CH2:36][CH2:37]1)([CH3:28])([CH3:26])[CH3:27], predict the reactants needed to synthesize it. (3) Given the product [C:1]([C:5]1[CH:6]=[CH:7][C:8]([C:21]([NH:35][S:32]([C:26]2[C:25]([F:24])=[CH:30][CH:29]=[C:28]([F:31])[N:27]=2)(=[O:33])=[O:34])=[O:22])=[C:9]([O:11][C:12]2[C:13]([CH3:20])=[CH:14][C:15]([CH3:19])=[CH:16][C:17]=2[CH3:18])[N:10]=1)([CH3:2])([CH3:3])[CH3:4], predict the reactants needed to synthesize it. The reactants are: [C:1]([C:5]1[N:10]=[C:9]([O:11][C:12]2[C:17]([CH3:18])=[CH:16][C:15]([CH3:19])=[CH:14][C:13]=2[CH3:20])[C:8]([C:21](O)=[O:22])=[CH:7][CH:6]=1)([CH3:4])([CH3:3])[CH3:2].[F:24][C:25]1[C:26]([S:32]([NH2:35])(=[O:34])=[O:33])=[N:27][C:28]([F:31])=[CH:29][CH:30]=1.CN(C(ON1N=NC2C=CC=NC1=2)=[N+](C)C)C.F[P-](F)(F)(F)(F)F.C(=O)([O-])[O-].[Na+].[Na+]. (4) The reactants are: [NH2:1][C:2]1[C:3]2[C:10]([C:11]3[CH:16]=[CH:15][C:14]([O:17][C:18]4[CH:23]=[CH:22][CH:21]=[CH:20][CH:19]=4)=[CH:13][CH:12]=3)=[CH:9][N:8]([CH:24]3[CH2:28][CH2:27][CH:26]([OH:29])[CH2:25]3)[C:4]=2[N:5]=[CH:6][N:7]=1. Given the product [NH2:1][C:2]1[C:3]2[C:10]([C:11]3[CH:12]=[CH:13][C:14]([O:17][C:18]4[CH:23]=[CH:22][CH:21]=[CH:20][CH:19]=4)=[CH:15][CH:16]=3)=[CH:9][N:8]([CH:24]3[CH2:28][CH2:27][C:26](=[O:29])[CH2:25]3)[C:4]=2[N:5]=[CH:6][N:7]=1, predict the reactants needed to synthesize it. (5) Given the product [CH2:17]([CH:10]([CH2:11][CH2:12][CH2:13][CH2:14][CH2:15][CH3:16])[CH2:9][O:8][C:7]1[CH:6]=[CH:5][S:4][C:3]=1[C:1]1[S:21][C:22]2[N:23]=[C:1]([C:3]3[S:4][CH:5]=[CH:6][C:7]=3[O:8][CH2:9][CH:10]([CH2:17][CH2:18][CH2:19][CH3:20])[CH2:11][CH2:12][CH2:13][CH2:14][CH2:15][CH3:16])[S:26][C:24]=2[N:25]=1)[CH2:18][CH2:19][CH3:20], predict the reactants needed to synthesize it. The reactants are: [CH:1]([C:3]1[S:4][CH:5]=[CH:6][C:7]=1[O:8][CH2:9][CH:10]([CH2:17][CH2:18][CH2:19][CH3:20])[CH2:11][CH2:12][CH2:13][CH2:14][CH2:15][CH3:16])=O.[S:21]=[C:22]([C:24](=[S:26])[NH2:25])[NH2:23].